Dataset: Full USPTO retrosynthesis dataset with 1.9M reactions from patents (1976-2016). Task: Predict the reactants needed to synthesize the given product. (1) Given the product [CH3:24][O:23][C:21]1[CH:20]=[C:19]([CH:25]([NH:27][C:6]2[CH:7]=[C:8]([F:11])[CH:9]=[CH:10][C:5]=2[C:3](=[O:4])[C:2]([F:14])([F:13])[F:1])[CH3:26])[CH:18]=[C:17]([O:16][CH3:15])[CH:22]=1, predict the reactants needed to synthesize it. The reactants are: [F:1][C:2]([F:14])([F:13])[C:3]([C:5]1[CH:10]=[CH:9][C:8]([F:11])=[CH:7][C:6]=1F)=[O:4].[CH3:15][O:16][C:17]1[CH:18]=[C:19]([CH:25]([NH2:27])[CH3:26])[CH:20]=[C:21]([O:23][CH3:24])[CH:22]=1.C(N(CC)C(C)C)(C)C. (2) Given the product [CH3:21][S:20][C:16]1[N:15]=[C:14]([C:12]2[N:4]3[CH2:5][CH2:6][CH2:7][N:3]3[C:10](=[O:30])[C:11]=2[O:22][C:23]2[CH:28]=[CH:27][CH:26]=[CH:25][C:24]=2[CH3:29])[CH:19]=[CH:18][N:17]=1, predict the reactants needed to synthesize it. The reactants are: Cl.Cl.[NH:3]1[CH2:7][CH2:6][CH2:5][NH:4]1.CO[C:10](=[O:30])[CH:11]([O:22][C:23]1[CH:28]=[CH:27][CH:26]=[CH:25][C:24]=1[CH3:29])[C:12]([C:14]1[CH:19]=[CH:18][N:17]=[C:16]([S:20][CH3:21])[N:15]=1)=O. (3) Given the product [C:16]([O:19][C:20]([NH:1][C@@H:2]([CH3:7])[C:3]([O:5][CH3:6])=[O:4])=[O:21])([CH3:18])([CH3:17])[CH3:15], predict the reactants needed to synthesize it. The reactants are: [NH2:1][C@@H:2]([CH3:7])[C:3]([O:5][CH3:6])=[O:4].CCN(CC)CC.[CH3:15][C:16]([O:19][C:20](O[C:20]([O:19][C:16]([CH3:18])([CH3:17])[CH3:15])=[O:21])=[O:21])([CH3:18])[CH3:17]. (4) Given the product [Cl:1][C:2]1[CH:9]=[CH:8][C:5]([CH:6]=[C:11]([C:12]([O:14][CH2:15][CH3:16])=[O:13])[C:10]([O:18][CH2:19][CH3:20])=[O:17])=[CH:4][CH:3]=1, predict the reactants needed to synthesize it. The reactants are: [Cl:1][C:2]1[CH:9]=[CH:8][C:5]([CH:6]=O)=[CH:4][CH:3]=1.[C:10]([O:18][CH2:19][CH3:20])(=[O:17])[CH2:11][C:12]([O:14][CH2:15][CH3:16])=[O:13].N1CCCCC1.C(O)(=O)C. (5) Given the product [CH2:28]([N:9]1[CH2:10][CH2:11][C:5]2[C:6](=[N:7][C:2]([Cl:1])=[C:3]([N:12]3[CH2:13][CH2:14][CH:15]([O:18][C:19]4[CH:26]=[CH:25][C:22]([C:23]#[N:24])=[CH:21][C:20]=4[F:27])[CH2:16][CH2:17]3)[N:4]=2)[CH2:8]1)[C:29]1[CH:34]=[CH:33][CH:32]=[CH:31][CH:30]=1, predict the reactants needed to synthesize it. The reactants are: [Cl:1][C:2]1[N:7]=[C:6]2[CH:8]=[N:9][CH:10]=[CH:11][C:5]2=[N:4][C:3]=1[N:12]1[CH2:17][CH2:16][CH:15]([O:18][C:19]2[CH:26]=[CH:25][C:22]([C:23]#[N:24])=[CH:21][C:20]=2[F:27])[CH2:14][CH2:13]1.[CH2:28](Br)[C:29]1[CH:34]=[CH:33][CH:32]=[CH:31][CH:30]=1.C(O[BH-](OC(=O)C)OC(=O)C)(=O)C.[Na+].